From a dataset of Experimentally validated miRNA-target interactions with 360,000+ pairs, plus equal number of negative samples. Binary Classification. Given a miRNA mature sequence and a target amino acid sequence, predict their likelihood of interaction. (1) The miRNA is hsa-miR-4780 with sequence ACCCUUGAGCCUGAUCCCUAGC. The protein sequence of the target gene is MAVDTLSPDWDFDRVDDGSQKIHAEVQLKNYGRFLEEYTSQLRRIEDALDDLIGDVWDFNLDPIALKLLPYEQSSLLELIKTENKVLNKVITVYAALCCEIKKLKYEAETKFYNGLLFYGEGATDSSMVEGDCQIQMGRFVSFLQELSCFVTRCYEVVMNVIHQLAALYISNKIGPKIIETTGVHFQTMYEHLGELLTVLLTLDEIVDNHVTLKDHWTMYKRLLKSVHHNPSKFGIQEEKLKPFEKFLLKLEGQLLDGMIFQACIEQQFDSLNGGISVSKNSTFAEEFAHSIRSIFANVE.... Result: 0 (no interaction). (2) The miRNA is rno-miR-212-3p with sequence UAACAGUCUCCAGUCACGGCCA. The protein sequence of the target gene is MWSRLVWLGLRAPLGGRQGFTSKADPQGSGRITAAVIEHLERLALVDFGSREAVARLEKAIAFADRLRAVDTDGVEPMESVLEDRCLYLRSDNVVEGNCADELLQNSHRVVEEYFVAPPGNISLPKLDEQEPFPHS. Result: 0 (no interaction). (3) The miRNA is hsa-miR-5690 with sequence UCAGCUACUACCUCUAUUAGG. The protein sequence of the target gene is MFSTKSAWLRNGGADQGPRGIALREAVMLLLYFGVPTGPSYNLDPENALLYQGPSGTLFGYSVVLHSHGSKRWLIVGAPTASWLSNASVVNPGAIYRCGIRKNPNQTCEQLQSGSPSGEPCGKTCLEERDNQWLGVTLSRQPGENGSIVTCGHRWKNIFYMKSDNKLPTGICYVMPSDLRTELSKRMAPCYKDYTRKFGENFASCQAGISSFYTQDLIVMGAPGSSYWTGTVFVYNITTNQYKAFVDRQNQVKFGSYLGYSVGAGHFRSPHTTEVVGGAPQHEQIGKAYIFSIDENELNI.... Result: 0 (no interaction). (4) The miRNA is hsa-miR-4485-5p with sequence ACCGCCUGCCCAGUGA. The protein sequence of the target gene is MGAQVRLPPGEPCREGYVLSLVCPNSSQAWCEITNVSQLLASPVLYTDLNYSINNLSISANVENKYSLYVGLVLAVSSSIFIGSSFILKKKGLLQLASKGFTRAGQGGHSYLKEWLWWVGLLSMGAGEAANFAAYAFAPATLVTPLGALSVLISAILSSYFLNEHLNIHGKIGCILSILGSTVMVIHAPQEEEVTSLHEMEMKLRDPGFISFAVIITVISLVLILIVAPKKGQTNILVYISICSLIGAFSVSSVKGLGIAIKELIEWKPVYKHPLVFVLLAVLVLSVTTQINYLNKALDT.... Result: 1 (interaction). (5) The miRNA is mmu-miR-1936 with sequence UAACUGACCUGCUGUGAACUGGC. The protein sequence of the target gene is MLATRALSLIGKRAISTSVCLRAHGSVVKSEDYALPSYVDRRDYPLPDVAHVKLLSASQKALKEKEKADWSSLSRDEKVQLYRIQFNESFAEMNKGTNEWKTVVGLAMFFIGFTALVLIWEKSYVYGPIPHTFDRDWVAMQTKRMLDMKVNPIQGFSAKWDYNKNEWKK. Result: 0 (no interaction). (6) The miRNA is hsa-miR-95-3p with sequence UUCAACGGGUAUUUAUUGAGCA. The protein sequence of the target gene is MTYLELLALLALQSVVTGATFPDETITEWSVNMYNHLRGTGEDENILFSPLSIALAMGMMELGAQGSTRKEIRHSMGYEGLKGGEEFSFLRDFSNMASAEENQYVMKLANSLFVQNGFHVNEEFLQMLKMYFNAEVNHVDFSQNVAVANSINKWVENYTNSLLKDLVSPEDFDGVTNLALINAVYFKGNWKSQFRPENTRTFSFTKDDESEVQIPMMYQQGEFYYGEFSDGSNEAGGIYQVLEIPYEGDEISMMLALSRQEVPLATLEPLLKAQLIEEWANSVKKQKVEVYLPRFTVEQE.... Result: 0 (no interaction). (7) The miRNA is hsa-miR-130a-5p with sequence GCUCUUUUCACAUUGUGCUACU. The protein sequence of the target gene is MLAYCVQDATVVDVEKRRSPSKHYVYIINVTWSDSTSQTIYRRYSKFFDLQMQLLDKFPIEGGQKDPKQRIIPFLPGKILFRRSHIRDVAVKRLKPIDEYCRALVRLPPHISQCDEVFRFFEARPEDVNPPKEDYGSSKRKSVWLSSWAESPKKDVTGADTNAEPMILEQYVVVSNYKKQENSELSLQAGEVVDVIEKNESGWWFVSTSEEQGWVPATYLEAQNGTRDDSDINTSKTGEVSKRRKAHLRRLDRRWTLGGMVNRQHSREEKYVTVQPYTSQSKDEIGFEKGVTVEVIRKNL.... Result: 0 (no interaction). (8) The protein sequence of the target gene is MWYHKLLHQQSRLRNLMKRGNIAQGLHLSNFKSLFSSSIHWCHTTSKSVNCTWHQHEDHLELQYAGTVMRFDYVWLRDHCRSASCYNSKTHQRSLDTASVDLCIKPKTVHLDETMLFFTWPDGHVTRYDLDWLVKNSYEGQKQKVIQPRILWNSKLYQQAQVPSVDFQCFLETNEGLKKFLQNFLLYGIAFVENVPPTEEHTEKLAERISLIRETIYGRMWYFTSDFSRGDTAYTKLALDRHTDTTYFQEPCGIQVFHCLKHEGTGGRTLLVDGFYAAQQVLQKAPEEFELLSKVPLKHE.... Result: 1 (interaction). The miRNA is mmu-miR-5127 with sequence UCUCCCAACCCUUUUCCCA. (9) The miRNA is mmu-miR-466g with sequence AUACAGACACAUGCACACACA. The protein sequence of the target gene is MARCERLRGAALRDVLGQAQGVLFDCDGVLWNGERIVPGAPELLQRLARAGKNTLFVSNNSRRARPELALRFARLGFAGLRAEQLFSSALCAARLLRQRLSGPPDASGAVFVLGGEGLRAELRAAGLRLAGDPGEDPRVRAVLVGYDEQFSFSRLTEACAHLRDPDCLLVATDRDPWHPLSDGSRTPGTGSLAAAVETASGRQALVVGKPSPYMFQCITEDFSVDPARTLMVGDRLETDILFGHRCGMTTVLTLTGVSSLEEAQAYLTAGQRDLVPHYYVESIADLMEGLED. Result: 0 (no interaction). (10) The miRNA is mmu-miR-1933-3p with sequence CCAGGACCAUCAGUGUGACUAU. The protein sequence of the target gene is MTLFHFGNCFALAYFPYFITYKCSGLSEYNAFWKCVQAGVTYLFVQLCKMLFLATFFPTWEGGIYDFIGEFMKASVDVADLIGLNLVMSRNAGKGEYKIMVAALGWATAELIMSRCIPLWVGARGIEFDWKYIQMSIDSNISLVHYIVASAQVWMITRYDLYHTFRPAVLLLMFLSVYKAFVMETFVHLCSLGSWAALLARAVVTGLLALSTLALYVAVVNVHS. Result: 0 (no interaction).